This data is from Full USPTO retrosynthesis dataset with 1.9M reactions from patents (1976-2016). The task is: Predict the reactants needed to synthesize the given product. (1) Given the product [CH3:1][O:2][C:3](=[O:38])[C:4]1[CH:9]=[CH:8][C:7]([CH2:10][N:11]2[CH:15]=[C:14]([C:16]3[CH:21]=[CH:20][C:19]([Cl:22])=[CH:18][C:17]=3[Cl:23])[N:13]=[C:12]2[CH2:24][C:25]2[CH:30]=[CH:29][C:28]([C:31]3[CH:36]=[CH:35][CH:34]=[C:33]([NH:37][S:41]([C:40]([F:53])([F:52])[F:39])(=[O:43])=[O:42])[CH:32]=3)=[CH:27][CH:26]=2)=[CH:6][CH:5]=1, predict the reactants needed to synthesize it. The reactants are: [CH3:1][O:2][C:3](=[O:38])[C:4]1[CH:9]=[CH:8][C:7]([CH2:10][N:11]2[CH:15]=[C:14]([C:16]3[CH:21]=[CH:20][C:19]([Cl:22])=[CH:18][C:17]=3[Cl:23])[N:13]=[C:12]2[CH2:24][C:25]2[CH:30]=[CH:29][C:28]([C:31]3[CH:36]=[CH:35][CH:34]=[C:33]([NH2:37])[CH:32]=3)=[CH:27][CH:26]=2)=[CH:6][CH:5]=1.[F:39][C:40]([F:53])([F:52])[S:41](O[S:41]([C:40]([F:53])([F:52])[F:39])(=[O:43])=[O:42])(=[O:43])=[O:42]. (2) The reactants are: [CH3:1][C:2]1[CH:7]=[C:6]([C:8]#[C:9][C:10]2[N:11]=[C:12]([CH3:15])[NH:13][CH:14]=2)[CH:5]=[CH:4][N:3]=1.Br[CH2:17][CH2:18][C:19]1[CH:24]=[CH:23][CH:22]=[CH:21][CH:20]=1. Given the product [CH3:1][C:2]1[CH:7]=[C:6]([C:8]#[C:9][C:10]2[N:11]=[C:12]([CH3:15])[N:13]([CH2:17][CH2:18][C:19]3[CH:24]=[CH:23][CH:22]=[CH:21][CH:20]=3)[CH:14]=2)[CH:5]=[CH:4][N:3]=1, predict the reactants needed to synthesize it. (3) Given the product [C:17]([O:21][C:22](=[O:39])[CH2:23][N:24]([CH2:25][C:26]1[CH:27]=[C:28]([CH:36]=[CH:37][CH:38]=1)[C:29]([O:31][C:32]([CH3:34])([CH3:33])[CH3:35])=[O:30])[C:13](=[O:15])[CH2:12][CH:8]1[C:9]2[C:4](=[CH:3][C:2]([OH:1])=[CH:11][CH:10]=2)[CH2:5][CH2:6][CH2:7]1)([CH3:18])([CH3:19])[CH3:20], predict the reactants needed to synthesize it. The reactants are: [OH:1][C:2]1[CH:3]=[C:4]2[C:9](=[CH:10][CH:11]=1)[CH:8]([CH2:12][C:13]([OH:15])=O)[CH2:7][CH2:6][CH2:5]2.Cl.[C:17]([O:21][C:22](=[O:39])[CH2:23][NH:24][CH2:25][C:26]1[CH:27]=[C:28]([CH:36]=[CH:37][CH:38]=1)[C:29]([O:31][C:32]([CH3:35])([CH3:34])[CH3:33])=[O:30])([CH3:20])([CH3:19])[CH3:18].Cl.CN(C)CCCN=C=NCC.N1(O)C2C=CC=CC=2N=N1. (4) The reactants are: [OH:1][C@H:2]([CH2:15][NH:16][C:17]1[CH:22]=[CH:21][C:20]([N:23]2[CH2:28][CH2:27][O:26][CH2:25][C:24]2=[O:29])=[CH:19][CH:18]=1)[CH2:3][N:4]1[C:12](=[O:13])[C:11]2[C:6](=[CH:7][CH:8]=[CH:9][CH:10]=2)[C:5]1=[O:14].[CH2:30]([OH:32])C. Given the product [O:32]=[C:30]1[N:16]([C:17]2[CH:22]=[CH:21][C:20]([N:23]3[CH2:28][CH2:27][O:26][CH2:25][C:24]3=[O:29])=[CH:19][CH:18]=2)[CH2:15][C@H:2]([CH2:3][N:4]2[C:12](=[O:13])[C:11]3[C:6](=[CH:7][CH:8]=[CH:9][CH:10]=3)[C:5]2=[O:14])[O:1]1, predict the reactants needed to synthesize it.